From a dataset of Peptide-MHC class II binding affinity with 134,281 pairs from IEDB. Regression. Given a peptide amino acid sequence and an MHC pseudo amino acid sequence, predict their binding affinity value. This is MHC class II binding data. (1) The peptide sequence is SGGVWREMHHLVEFE. The MHC is H-2-IAb with pseudo-sequence H-2-IAb. The binding affinity (normalized) is 0.0321. (2) The peptide sequence is VRKNRWLLLNVTSED. The MHC is HLA-DQA10102-DQB10501 with pseudo-sequence HLA-DQA10102-DQB10501. The binding affinity (normalized) is 0. (3) The peptide sequence is VEDEARRMWASAQNI. The MHC is DRB3_0101 with pseudo-sequence DRB3_0101. The binding affinity (normalized) is 0.181. (4) The peptide sequence is TKKFDEVVKANGGYL. The MHC is HLA-DQA10102-DQB10602 with pseudo-sequence HLA-DQA10102-DQB10602. The binding affinity (normalized) is 0.0421. (5) The peptide sequence is VWKRELNLLDKRQFE. The MHC is DRB1_1301 with pseudo-sequence DRB1_1301. The binding affinity (normalized) is 0.674.